Task: Predict the reactants needed to synthesize the given product.. Dataset: Full USPTO retrosynthesis dataset with 1.9M reactions from patents (1976-2016) (1) The reactants are: [H-].[Na+].[NH:3]1[C:11]2[C:6](=[CH:7][CH:8]=[CH:9][CH:10]=2)[CH:5]=[CH:4]1.Br[CH:13]([CH3:19])[C:14]([O:16][CH2:17][CH3:18])=[O:15]. Given the product [CH2:17]([O:16][C:14]([CH:13]([N:3]1[C:11]2[C:6](=[CH:7][CH:8]=[CH:9][CH:10]=2)[CH:5]=[CH:4]1)[CH3:19])=[O:15])[CH3:18], predict the reactants needed to synthesize it. (2) Given the product [C:1]([NH:4][C:5]1[C:14]([N+:19]([O-:21])=[O:20])=[C:13]([C:15]([F:16])([F:17])[F:18])[CH:12]=[CH:11][C:6]=1[C:7]([O:9][CH3:10])=[O:8])(=[O:3])[CH3:2], predict the reactants needed to synthesize it. The reactants are: [C:1]([NH:4][C:5]1[CH:14]=[C:13]([C:15]([F:18])([F:17])[F:16])[CH:12]=[CH:11][C:6]=1[C:7]([O:9][CH3:10])=[O:8])(=[O:3])[CH3:2].[N+:19]([O-])([OH:21])=[O:20]. (3) Given the product [Cl:12][C:13]1[CH:18]=[CH:17][C:16]([C:19]2[N:3]=[N:2][N:1]([C:4]3[CH:5]=[CH:6][C:7]([O:10][CH3:11])=[CH:8][CH:9]=3)[C:20]=2[NH2:21])=[C:15]([C:22]([F:23])([F:24])[F:25])[CH:14]=1, predict the reactants needed to synthesize it. The reactants are: [N:1]([C:4]1[CH:9]=[CH:8][C:7]([O:10][CH3:11])=[CH:6][CH:5]=1)=[N+:2]=[N-:3].[Cl:12][C:13]1[CH:18]=[CH:17][C:16]([CH2:19][C:20]#[N:21])=[C:15]([C:22]([F:25])([F:24])[F:23])[CH:14]=1.C[O-].[Na+]. (4) Given the product [Br-:26].[O:29]=[C:28]([C:30]1[CH:35]=[CH:34][CH:33]=[CH:32][CH:31]=1)[CH2:27][N+:13]12[CH2:14][CH2:15][CH:16]([CH2:17][CH2:18]1)[C@@H:11]([O:10][C:8](=[O:9])[C@@H:7]([C:1]1[CH:2]=[CH:3][CH:4]=[CH:5][CH:6]=1)[NH:19][C:20]1[CH:25]=[CH:24][CH:23]=[CH:22][CH:21]=1)[CH2:12]2, predict the reactants needed to synthesize it. The reactants are: [C:1]1([CH:7]([NH:19][C:20]2[CH:25]=[CH:24][CH:23]=[CH:22][CH:21]=2)[C:8]([O:10][C@@H:11]2[CH:16]3[CH2:17][CH2:18][N:13]([CH2:14][CH2:15]3)[CH2:12]2)=[O:9])[CH:6]=[CH:5][CH:4]=[CH:3][CH:2]=1.[Br:26][CH2:27][C:28]([C:30]1[CH:35]=[CH:34][CH:33]=[CH:32][CH:31]=1)=[O:29].CCOCC. (5) The reactants are: [CH2:1]([O:3][C:4]([C@@H:6]1[CH2:10][CH2:9][CH:8]([CH:11]=[CH2:12])[N:7]1C(OC(C)(C)C)=O)=[O:5])[CH3:2].[Si](OS(C(F)(F)F)(=O)=O)(C)(C)C.C([O-])(O)=O.[Na+].O. Given the product [CH2:1]([O:3][C:4]([C@@H:6]1[CH2:10][CH2:9][CH:8]([CH:11]=[CH2:12])[NH:7]1)=[O:5])[CH3:2], predict the reactants needed to synthesize it. (6) Given the product [CH3:27][CH:28]([CH3:33])[CH2:29][C:30]([NH:23][C:22]1[CH:24]=[CH:25][CH:26]=[C:20]([CH2:19][CH2:18][N:15]2[CH2:14][CH2:13][N:12]([C:8]3[CH:7]=[CH:6][CH:5]=[C:4]4[C:9]=3[CH:10]=[CH:11][C:2]([CH3:1])=[N:3]4)[CH2:17][CH2:16]2)[CH:21]=1)=[O:31], predict the reactants needed to synthesize it. The reactants are: [CH3:1][C:2]1[CH:11]=[CH:10][C:9]2[C:4](=[CH:5][CH:6]=[CH:7][C:8]=2[N:12]2[CH2:17][CH2:16][N:15]([CH2:18][CH2:19][C:20]3[CH:21]=[C:22]([CH:24]=[CH:25][CH:26]=3)[NH2:23])[CH2:14][CH2:13]2)[N:3]=1.[CH3:27][CH:28]([CH3:33])[CH2:29][C:30](Cl)=[O:31]. (7) Given the product [F:4][C:5]1[CH:6]=[C:7]2[C:12](=[C:13]([F:15])[CH:14]=1)[O:11][CH2:10][CH2:9][C:8]2([CH3:1])[OH:16], predict the reactants needed to synthesize it. The reactants are: [CH3:1][Mg]Br.[F:4][C:5]1[CH:6]=[C:7]2[C:12](=[C:13]([F:15])[CH:14]=1)[O:11][CH2:10][CH2:9][C:8]2=[O:16]. (8) Given the product [C:1]([O:5][C:6]([N:8]1[CH2:13][CH2:12][CH:11]([C:14]2[CH:19]=[N:18][C:17]([C:20]3[CH:25]=[CH:24][C:23]([Cl:26])=[CH:22][CH:21]=3)=[C:16]([C:27]3[CH:28]=[CH:29][C:30]([Cl:33])=[CH:31][CH:32]=3)[N:15]=2)[CH2:10][CH2:9]1)=[O:7])([CH3:4])([CH3:2])[CH3:3], predict the reactants needed to synthesize it. The reactants are: [C:1]([O:5][C:6]([N:8]1[CH2:13][CH:12]=[C:11]([C:14]2[CH:19]=[N:18][C:17]([C:20]3[CH:25]=[CH:24][C:23]([Cl:26])=[CH:22][CH:21]=3)=[C:16]([C:27]3[CH:32]=[CH:31][C:30]([Cl:33])=[CH:29][CH:28]=3)[N:15]=2)[CH2:10][CH2:9]1)=[O:7])([CH3:4])([CH3:3])[CH3:2].